Dataset: Retrosynthesis with 50K atom-mapped reactions and 10 reaction types from USPTO. Task: Predict the reactants needed to synthesize the given product. (1) Given the product CCCCCCCCCCCCCCCC(=O)OC(CCCCCCCCCCCCCCC)CC(=O)NCCC(=O)N[C@@H](CO)C(=O)O, predict the reactants needed to synthesize it. The reactants are: CCCCCCCCCCCCCCCC(=O)OC(CCCCCCCCCCCCCCC)CC(=O)O.NCCC(=O)N[C@@H](CO)C(=O)O. (2) Given the product CCN1CCC(Nc2c3ccccc3nc3ccc(OC)cc23)CC1, predict the reactants needed to synthesize it. The reactants are: CCN1CCC(N)CC1.COc1ccc2nc3ccccc3c(Cl)c2c1.